Task: Regression/Classification. Given a drug SMILES string, predict its absorption, distribution, metabolism, or excretion properties. Task type varies by dataset: regression for continuous measurements (e.g., permeability, clearance, half-life) or binary classification for categorical outcomes (e.g., BBB penetration, CYP inhibition). For this dataset (solubility_aqsoldb), we predict Y.. Dataset: Aqueous solubility values for 9,982 compounds from the AqSolDB database The drug is CCC1OC(=O)c2cc(C#N)ccc21. The Y is -2.31 log mol/L.